From a dataset of Reaction yield outcomes from USPTO patents with 853,638 reactions. Predict the reaction yield, written as a fraction of the theoretical maximum amount of product (1.0 means a 100% yield; for example, 0.34 means a 34% yield). (1) The reactants are Cl[C:2]1[C:11]2[C:6](=[CH:7][CH:8]=[CH:9][CH:10]=2)[N:5]=[C:4]([CH3:12])[CH:3]=1.[NH:13]1[CH2:18][CH2:17][NH:16][CH2:15][CH2:14]1. The catalyst is C(OCCO)C. The product is [CH3:12][C:4]1[CH:3]=[C:2]([N:13]2[CH2:18][CH2:17][NH:16][CH2:15][CH2:14]2)[C:11]2[C:6](=[CH:7][CH:8]=[CH:9][CH:10]=2)[N:5]=1. The yield is 0.850. (2) The reactants are [CH3:1][C:2]1[N:7]=[C:6]([SH:8])[N:5]=[C:4]([OH:9])[CH:3]=1.C(=O)([O-])[O-].[K+].[K+].Br[CH2:17][C:18]1[CH:23]=[CH:22][N:21]=[CH:20][C:19]=1[CH2:24][CH3:25]. The catalyst is CN(C=O)C. The product is [CH2:24]([C:19]1[CH:20]=[N:21][CH:22]=[CH:23][C:18]=1[CH2:17][S:8][C:6]1[N:5]=[C:4]([OH:9])[CH:3]=[C:2]([CH3:1])[N:7]=1)[CH3:25]. The yield is 0.0600. (3) The reactants are [C:1]([O:5][C:6]([N:8]1[CH2:12][C@@H:11]([CH3:13])[CH2:10][C@H:9]1[C:14]1[NH:15][CH:16]=[C:17]([C:19]2[CH:24]=[CH:23][C:22]([C:25]3[CH:30]=[CH:29][C:28](B4OC(C)(C)C(C)(C)O4)=[CH:27][CH:26]=3)=[CH:21][CH:20]=2)[N:18]=1)=[O:7])([CH3:4])([CH3:3])[CH3:2].I[C:41]1[CH:67]=[CH:66][C:44]2[NH:45][C:46]([C@@H:48]3[CH2:52][C@H:51]([CH3:53])[CH2:50][N:49]3[C:54]([CH:56]([N:60]([CH3:65])[C:61](=[O:64])[O:62][CH3:63])[CH:57]([CH3:59])[CH3:58])=[O:55])=[N:47][C:43]=2[CH:42]=1.C(Cl)Cl.C([O-])(O)=O.[Na+]. No catalyst specified. The product is [C:1]([O:5][C:6]([N:8]1[CH2:12][CH:11]([CH3:13])[CH2:10][CH:9]1[C:14]1[NH:15][CH:16]=[C:17]([C:19]2[CH:24]=[CH:23][C:22]([C:25]3[CH:30]=[CH:29][C:28]([C:41]4[CH:67]=[CH:66][C:44]5[NH:45][C:46]([C@@H:48]6[CH2:52][C@H:51]([CH3:53])[CH2:50][N:49]6[C:54](=[O:55])[C@@H:56]([N:60]([C:61]([O:62][CH3:63])=[O:64])[CH3:65])[CH:57]([CH3:59])[CH3:58])=[N:47][C:43]=5[CH:42]=4)=[CH:27][CH:26]=3)=[CH:21][CH:20]=2)[N:18]=1)=[O:7])([CH3:2])([CH3:3])[CH3:4]. The yield is 0.370. (4) The reactants are [CH2:1]([O:3][C:4]1[CH:5]=[C:6]([N:13]2[CH2:19][CH2:18][CH2:17][N:16]([CH3:20])[CH2:15][CH2:14]2)[CH:7]=[CH:8][C:9]=1[N+:10]([O-])=O)[CH3:2]. The catalyst is CCO.[Pd]. The product is [CH2:1]([O:3][C:4]1[CH:5]=[C:6]([N:13]2[CH2:19][CH2:18][CH2:17][N:16]([CH3:20])[CH2:15][CH2:14]2)[CH:7]=[CH:8][C:9]=1[NH2:10])[CH3:2]. The yield is 0.840. (5) The reactants are [CH2:1]([O:8][C:9]1[C:14](=[O:15])[N:13]([CH3:16])[C:12]([N:17]2[CH2:22][CH2:21][O:20][CH2:19][CH2:18]2)=[N:11][C:10]=1[C:23]([OH:25])=O)[C:2]1[CH:7]=[CH:6][CH:5]=[CH:4][CH:3]=1.[F:26][C:27]1[CH:32]=[CH:31][C:30]([CH2:33][C:34](=[NH:37])[NH:35]O)=[CH:29][CH:28]=1.CN(C(ON1N=NC2C=CC=NC1=2)=[N+](C)C)C.F[P-](F)(F)(F)(F)F.CCN(C(C)C)C(C)C. The catalyst is CN(C1C=CN=CC=1)C.O1CCOCC1.CCOCC. The product is [CH2:1]([O:8][C:9]1[C:14](=[O:15])[N:13]([CH3:16])[C:12]([N:17]2[CH2:18][CH2:19][O:20][CH2:21][CH2:22]2)=[N:11][C:10]=1[C:23]1[O:25][N:37]=[C:34]([CH2:33][C:30]2[CH:31]=[CH:32][C:27]([F:26])=[CH:28][CH:29]=2)[N:35]=1)[C:2]1[CH:7]=[CH:6][CH:5]=[CH:4][CH:3]=1. The yield is 0.500.